Task: Predict the product of the given reaction.. Dataset: Forward reaction prediction with 1.9M reactions from USPTO patents (1976-2016) (1) Given the reactants [CH3:1][C:2]1[O:3][C:4]([C:20]2[CH:25]=[CH:24][CH:23]=[CH:22][CH:21]=2)=[CH:5][C:6]=1[C:7]([NH:9][C:10]1[CH:15]=[CH:14][C:13]([CH2:16][C:17](O)=[O:18])=[CH:12][CH:11]=1)=[O:8].Cl.CN(C)CCCN=C=NCC.[C:38]1([S:44]([NH2:47])(=[O:46])=[O:45])[CH:43]=[CH:42][CH:41]=[CH:40][CH:39]=1, predict the reaction product. The product is: [C:38]1([S:44]([NH:47][C:17](=[O:18])[CH2:16][C:13]2[CH:14]=[CH:15][C:10]([NH:9][C:7]([C:6]3[CH:5]=[C:4]([C:20]4[CH:25]=[CH:24][CH:23]=[CH:22][CH:21]=4)[O:3][C:2]=3[CH3:1])=[O:8])=[CH:11][CH:12]=2)(=[O:46])=[O:45])[CH:43]=[CH:42][CH:41]=[CH:40][CH:39]=1. (2) Given the reactants [CH3:1][N:2]([CH3:16])[C:3]1[CH:4]=[CH:5][C:6]2[CH:13]([OH:14])[CH2:12][CH2:11][CH2:10][CH:9]=[CH:8][C:7]=2[CH:15]=1.C(C1C(=O)C(Cl)=C(Cl)C(=O)C=1C#N)#N, predict the reaction product. The product is: [CH3:1][N:2]([CH3:16])[C:3]1[CH:4]=[CH:5][C:6]2[C:13](=[O:14])[CH2:12][CH2:11][CH2:10][CH:9]=[CH:8][C:7]=2[CH:15]=1. (3) Given the reactants [NH2:1][C:2]1[N:7]=[C:6]([NH2:8])[C:5]([O:9][C:10]2[C:11]([CH:21]([CH3:23])[CH3:22])=[CH:12][C:13]([O:19][CH3:20])=[C:14]([CH:18]=2)[C:15]([NH2:17])=[S:16])=[CH:4][N:3]=1.C([O-])(O)=O.[Na+].[CH3:29][C:30](O)=O, predict the reaction product. The product is: [CH:21]([C:11]1[CH:12]=[C:13]([O:19][CH3:20])[C:14]([C:15]2[S:16][CH:29]=[CH:30][N:17]=2)=[CH:18][C:10]=1[O:9][C:5]1[C:6]([NH2:8])=[N:7][C:2]([NH2:1])=[N:3][CH:4]=1)([CH3:23])[CH3:22]. (4) Given the reactants [C:1]1([CH:8]=[CH:7][CH:6]=[C:4]([OH:5])[CH:3]=1)[OH:2].C(=O)([O-])[O-].[K+].[K+].Br[CH2:16][CH2:17][CH3:18], predict the reaction product. The product is: [CH2:16]([O:2][C:1]1[CH:3]=[C:4]([OH:5])[CH:6]=[CH:7][CH:8]=1)[CH2:17][CH3:18]. (5) Given the reactants Cl[C:2]1[N:7]=[CH:6][N:5]=[C:4]([NH:8][C:9]2[CH:10]=[N:11][C:12]([O:15][CH3:16])=[CH:13][CH:14]=2)[C:3]=1[N+:17]([O-:19])=[O:18].[F:20][C:21]1[CH:26]=[C:25]([C:27]([F:30])([F:29])[F:28])[CH:24]=[CH:23][C:22]=1B(O)O.C(=O)([O-])[O-].[Na+].[Na+].O1CCOCC1, predict the reaction product. The product is: [F:20][C:21]1[CH:26]=[C:25]([C:27]([F:28])([F:29])[F:30])[CH:24]=[CH:23][C:22]=1[C:2]1[N:7]=[CH:6][N:5]=[C:4]([NH:8][C:9]2[CH:10]=[N:11][C:12]([O:15][CH3:16])=[CH:13][CH:14]=2)[C:3]=1[N+:17]([O-:19])=[O:18]. (6) The product is: [Cl:42][CH2:3][CH2:4][CH2:5][O:6][C:7]1[CH:8]=[CH:9][C:10]2[CH2:16][C:15]([CH3:18])([CH3:17])[NH:14][C:13](=[O:19])[NH:12][C:11]=2[CH:20]=1. Given the reactants ClC[CH2:3][CH2:4][CH2:5][O:6][C:7]1[CH:8]=[CH:9][C:10]2[CH2:16][C:15]([CH3:18])([CH3:17])[NH:14][C:13](=[O:19])[NH:12][C:11]=2[CH:20]=1.OC1C=CC2CC(C)(C)NC(=O)NC=2C=1.[OH-].[Na+].BrCCC[Cl:42], predict the reaction product. (7) The product is: [Cl:19][C:17]1[CH:16]=[CH:15][C:14]2[N:8]([CH2:7][C:6]([CH3:51])([CH3:50])[CH2:5][OH:4])[C:9](=[O:49])[C@@H:10]([CH2:30][C:31]([NH:33][C:34]3[C:42]4[O:41][C:40]([C:43]([OH:45])=[O:44])=[CH:39][C:38]=4[CH:37]=[C:36]([Cl:48])[CH:35]=3)=[O:32])[O:11][C@H:12]([C:20]3[CH:25]=[CH:24][CH:23]=[C:22]([O:26][CH3:27])[C:21]=3[O:28][CH3:29])[C:13]=2[CH:18]=1. Given the reactants C([O:4][CH2:5][C:6]([CH3:51])([CH3:50])[CH2:7][N:8]1[C:14]2[CH:15]=[CH:16][C:17]([Cl:19])=[CH:18][C:13]=2[C@@H:12]([C:20]2[CH:25]=[CH:24][CH:23]=[C:22]([O:26][CH3:27])[C:21]=2[O:28][CH3:29])[O:11][C@H:10]([CH2:30][C:31]([NH:33][C:34]2[C:42]3[O:41][C:40]([C:43]([O:45]CC)=[O:44])=[CH:39][C:38]=3[CH:37]=[C:36]([Cl:48])[CH:35]=2)=[O:32])[C:9]1=[O:49])(=O)C.[OH-].[Na+].Cl, predict the reaction product.